This data is from Reaction yield outcomes from USPTO patents with 853,638 reactions. The task is: Predict the reaction yield, written as a fraction of the theoretical maximum amount of product (1.0 means a 100% yield; for example, 0.34 means a 34% yield). (1) The reactants are [N:1]1([C:6]2[CH:7]=[C:8]([CH:12]=[CH:13][N:14]=2)[C:9]([OH:11])=O)[CH:5]=[CH:4][N:3]=[CH:2]1.C1C=CC2N(O)N=NC=2C=1.O.CCN=C=NCCCN(C)C.Cl.Cl.[NH2:39][C:40]1[C:41]2[C:51]([O:52][CH2:53][C:54]([NH2:57])([CH3:56])[CH3:55])=[CH:50][CH:49]=[CH:48][C:42]=2[NH:43][S:44](=[O:47])(=[O:46])[N:45]=1.C(N(CC)CC)C. The catalyst is CN(C=O)C. The product is [NH2:39][C:40]1[C:41]2[C:51]([O:52][CH2:53][C:54]([NH:57][C:9](=[O:11])[C:8]3[CH:12]=[CH:13][N:14]=[C:6]([N:1]4[CH:5]=[CH:4][N:3]=[CH:2]4)[CH:7]=3)([CH3:55])[CH3:56])=[CH:50][CH:49]=[CH:48][C:42]=2[NH:43][S:44](=[O:47])(=[O:46])[N:45]=1. The yield is 0.0700. (2) The reactants are [CH2:1]([NH:8]/[CH:9]=[CH:10]/[C:11](=[O:17])[CH:12]([O:15][CH3:16])[O:13][CH3:14])[C:2]1[CH:7]=[CH:6][CH:5]=[CH:4][CH:3]=1.[BH4-].[Na+]. The catalyst is CC(O)C.O. The product is [CH2:1]([NH:8][CH2:9][CH2:10][CH:11]([OH:17])[CH:12]([O:15][CH3:16])[O:13][CH3:14])[C:2]1[CH:7]=[CH:6][CH:5]=[CH:4][CH:3]=1. The yield is 0.742. (3) The reactants are [N+:1]([C:4]1[C:5]([CH:10](C(OCC)=O)[C:11]([O:13][CH2:14][CH3:15])=[O:12])=[N:6][CH:7]=[CH:8][CH:9]=1)([O-:3])=[O:2].O.[Cl-].[Li+]. The catalyst is CS(C)=O.[Cl-].[Na+].O. The product is [N+:1]([C:4]1[C:5]([CH2:10][C:11]([O:13][CH2:14][CH3:15])=[O:12])=[N:6][CH:7]=[CH:8][CH:9]=1)([O-:3])=[O:2]. The yield is 0.920. (4) The reactants are CCCC[N+](CCCC)(CCCC)CCCC.[F-].[CH2:19]([O:26][C@@H:27]1[C@@H:35]([CH:36]=[N:37][S:38]([C:40]([CH3:43])([CH3:42])[CH3:41])=[O:39])[O:34][C@H:33]2[C@H:29]([N:30]=[C:31]([N:44]([CH3:46])[CH3:45])[S:32]2)[C@H:28]1[O:47][CH2:48][C:49]1[CH:54]=[CH:53][CH:52]=[CH:51][CH:50]=1)[C:20]1[CH:25]=[CH:24][CH:23]=[CH:22][CH:21]=1.[Si]([C:59]([F:62])([F:61])[F:60])(C)(C)C. The catalyst is C1COCC1. The product is [CH2:19]([O:26][C@@H:27]1[C@@H:35]([CH:36]([NH:37][S:38]([C:40]([CH3:42])([CH3:41])[CH3:43])=[O:39])[C:59]([F:62])([F:61])[F:60])[O:34][C@H:33]2[C@H:29]([N:30]=[C:31]([N:44]([CH3:45])[CH3:46])[S:32]2)[C@H:28]1[O:47][CH2:48][C:49]1[CH:50]=[CH:51][CH:52]=[CH:53][CH:54]=1)[C:20]1[CH:21]=[CH:22][CH:23]=[CH:24][CH:25]=1. The yield is 0.380.